From a dataset of Forward reaction prediction with 1.9M reactions from USPTO patents (1976-2016). Predict the product of the given reaction. (1) Given the reactants [N:1]1([S:8]([C:11]2[CH:20]=[CH:19][C:18]([O:21][CH3:22])=[C:17]3[C:12]=2[CH:13]=[CH:14][N:15]=[C:16]3[CH3:23])(=[O:10])=[O:9])[CH2:7][CH2:6][CH2:5][NH:4][CH2:3][CH2:2]1.[ClH:24], predict the reaction product. The product is: [ClH:24].[N:1]1([S:8]([C:11]2[CH:20]=[CH:19][C:18]([O:21][CH3:22])=[C:17]3[C:12]=2[CH:13]=[CH:14][N:15]=[C:16]3[CH3:23])(=[O:10])=[O:9])[CH2:7][CH2:6][CH2:5][NH:4][CH2:3][CH2:2]1. (2) Given the reactants Br[C:2]1[C:3]2[CH2:11][N:10]([C:12]3[CH:19]=[CH:18][C:17]([Cl:20])=[CH:16][C:13]=3[C:14]#[N:15])[CH2:9][CH2:8][C:4]=2[N:5]=[CH:6][N:7]=1.[NH2:21][C@@H:22]([C:26]1[CH:27]=[N:28][C:29]([C:32]([F:35])([F:34])[F:33])=[CH:30][CH:31]=1)[CH2:23][CH2:24][OH:25].C(N(CC)C(C)C)(C)C, predict the reaction product. The product is: [Cl:20][C:17]1[CH:18]=[CH:19][C:12]([N:10]2[CH2:9][CH2:8][C:4]3[N:5]=[CH:6][N:7]=[C:2]([NH:21][C@@H:22]([C:26]4[CH:27]=[N:28][C:29]([C:32]([F:35])([F:33])[F:34])=[CH:30][CH:31]=4)[CH2:23][CH2:24][OH:25])[C:3]=3[CH2:11]2)=[C:13]([CH:16]=1)[C:14]#[N:15]. (3) Given the reactants [O:1]1[C:5]([C:6]2[CH:11]=[CH:10][C:9]([NH:12][C:13]3[N:14]=[C:15]([N:23]([C:27]4[CH:32]=[CH:31][CH:30]=[CH:29][CH:28]=4)[CH2:24][CH2:25][OH:26])[C:16]4[CH2:22][NH:21][CH2:20][CH2:19][C:17]=4[N:18]=3)=[CH:8][CH:7]=2)=[CH:4][N:3]=[CH:2]1.C(N(CC)CC)C.[CH3:40][O:41][CH2:42][C:43](Cl)=[O:44], predict the reaction product. The product is: [OH:26][CH2:25][CH2:24][N:23]([C:27]1[CH:28]=[CH:29][CH:30]=[CH:31][CH:32]=1)[C:15]1[C:16]2[CH2:22][N:21]([C:43](=[O:44])[CH2:42][O:41][CH3:40])[CH2:20][CH2:19][C:17]=2[N:18]=[C:13]([NH:12][C:9]2[CH:10]=[CH:11][C:6]([C:5]3[O:1][CH:2]=[N:3][CH:4]=3)=[CH:7][CH:8]=2)[N:14]=1. (4) Given the reactants [CH3:1][O:2][C:3]1[CH:40]=[CH:39][C:6]([CH2:7][N:8]([CH2:30][C:31]2[CH:36]=[CH:35][C:34]([O:37][CH3:38])=[CH:33][CH:32]=2)[C:9]2[N:14]=[CH:13][C:12]([C:15]3[C:16]4[CH2:29][CH2:28][NH:27][C:17]=4[N:18]=[C:19]([N:21]4[CH2:26][CH2:25][O:24][CH2:23][CH2:22]4)[N:20]=3)=[CH:11][N:10]=2)=[CH:5][CH:4]=1.[N:41]([C:44]1[C:45]([CH3:50])=[N:46][CH:47]=[CH:48][CH:49]=1)=[C:42]=[O:43].NC(N)=O, predict the reaction product. The product is: [CH3:50][C:45]1[C:44]([NH:41][C:42]([N:27]2[C:17]3[N:18]=[C:19]([N:21]4[CH2:26][CH2:25][O:24][CH2:23][CH2:22]4)[N:20]=[C:15]([C:12]4[CH:11]=[N:10][C:9]([N:8]([CH2:7][C:6]5[CH:5]=[CH:4][C:3]([O:2][CH3:1])=[CH:40][CH:39]=5)[CH2:30][C:31]5[CH:32]=[CH:33][C:34]([O:37][CH3:38])=[CH:35][CH:36]=5)=[N:14][CH:13]=4)[C:16]=3[CH2:29][CH2:28]2)=[O:43])=[CH:49][CH:48]=[CH:47][N:46]=1. (5) Given the reactants [Cl:1][C:2]1[CH:3]=[C:4]([OH:9])[CH:5]=[CH:6][C:7]=1[F:8].[F:10][C:11]1[CH:12]=[C:13]([CH:16]=[CH:17][C:18]=1F)[CH:14]=[O:15], predict the reaction product. The product is: [Cl:1][C:2]1[CH:3]=[C:4]([CH:5]=[CH:6][C:7]=1[F:8])[O:9][C:18]1[CH:17]=[CH:16][C:13]([CH:14]=[O:15])=[CH:12][C:11]=1[F:10]. (6) Given the reactants [CH3:1][C:2]1([CH3:14])[C@@H:4]2[CH2:5][C:6]3[C:10]([C@H:3]12)=[C:9]([CH3:11])[S:8][C:7]=3[C:12]#[N:13].[NH2:15][OH:16].CCOC(C)=O.CCCCCCC, predict the reaction product. The product is: [OH:16][NH:15][C:12]([C:7]1[S:8][C:9]([CH3:11])=[C:10]2[C:6]=1[CH2:5][C@H:4]1[C:2]([CH3:14])([CH3:1])[C@H:3]12)=[NH:13].